Predict which catalyst facilitates the given reaction. From a dataset of Catalyst prediction with 721,799 reactions and 888 catalyst types from USPTO. (1) Reactant: [OH:1][C:2]1[CH:7]=[CH:6][C:5]([CH2:8][C:9]#[N:10])=[CH:4][CH:3]=1.C(=O)([O-])[O-].[K+].[K+].CN(C)C=O.Br[C:23]([CH3:32])([CH3:31])[C:24]([O:26][C:27]([CH3:30])([CH3:29])[CH3:28])=[O:25]. Product: [C:9]([CH2:8][C:5]1[CH:6]=[CH:7][C:2]([O:1][C:23]([CH3:32])([CH3:31])[C:24]([O:26][C:27]([CH3:30])([CH3:29])[CH3:28])=[O:25])=[CH:3][CH:4]=1)#[N:10]. The catalyst class is: 13. (2) Reactant: [BH4-].[Li+].C[O:4][C:5]([C@H:7]1[CH2:11][C@@H:10]([N:12]=[N+:13]=[N-:14])[CH2:9][N:8]1[C:15]([O:17][C:18]([CH3:21])([CH3:20])[CH3:19])=[O:16])=O.C(=O)(O)[O-].[Na+]. Product: [C:18]([O:17][C:15]([N:8]1[CH2:9][C@H:10]([N:12]=[N+:13]=[N-:14])[CH2:11][C@@H:7]1[CH2:5][OH:4])=[O:16])([CH3:21])([CH3:20])[CH3:19]. The catalyst class is: 28.